Dataset: Forward reaction prediction with 1.9M reactions from USPTO patents (1976-2016). Task: Predict the product of the given reaction. Given the reactants [CH3:1][Zn]C.[CH3:4][O:5][C:6]1[C:26]([O:27][CH3:28])=[C:25]([O:29][CH3:30])[CH:24]=[C:23]([CH3:31])[C:7]=1[C:8]([C:10]1[C:11]([O:21][CH3:22])=[N:12][CH:13]=[C:14](Br)[C:15]=1[C:16]([F:19])([F:18])[F:17])=[O:9].O, predict the reaction product. The product is: [CH3:4][O:5][C:6]1[C:26]([O:27][CH3:28])=[C:25]([O:29][CH3:30])[CH:24]=[C:23]([CH3:31])[C:7]=1[C:8]([C:10]1[C:11]([O:21][CH3:22])=[N:12][CH:13]=[C:14]([CH3:1])[C:15]=1[C:16]([F:19])([F:18])[F:17])=[O:9].